From a dataset of Peptide-MHC class I binding affinity with 185,985 pairs from IEDB/IMGT. Regression. Given a peptide amino acid sequence and an MHC pseudo amino acid sequence, predict their binding affinity value. This is MHC class I binding data. The peptide sequence is YECETYKEL. The MHC is HLA-B18:01 with pseudo-sequence HLA-B18:01. The binding affinity (normalized) is 0.838.